From a dataset of Forward reaction prediction with 1.9M reactions from USPTO patents (1976-2016). Predict the product of the given reaction. (1) Given the reactants [CH:1]1[CH:2]=[C:3]([N:9]2[CH2:14][CH2:13][N:12]([CH2:15][CH2:16][CH2:17][CH2:18][O:19][C:20]3[CH:21]=[CH:22][C:23]4[CH2:30][CH2:29][C:27](=[O:28])[NH:26][C:24]=4[CH:25]=3)[CH2:11][CH2:10]2)[C:4]([Cl:8])=[C:5]([Cl:7])[CH:6]=1.C[Si](C)(C)[Cl:33], predict the reaction product. The product is: [CH:1]1[CH:2]=[C:3]([N:9]2[CH2:14][CH2:13][N:12]([CH2:15][CH2:16][CH2:17][CH2:18][O:19][C:20]3[CH:21]=[CH:22][C:23]4[CH2:30][CH2:29][C:27](=[O:28])[NH:26][C:24]=4[CH:25]=3)[CH2:11][CH2:10]2)[C:4]([Cl:8])=[C:5]([Cl:7])[CH:6]=1.[ClH:33]. (2) Given the reactants CC([Mg]Cl)C.[Br:6][C:7]1[CH:12]=[CH:11][C:10](Br)=[CH:9][N:8]=1.CN(C)[CH:16]=[CH:17][CH:18]=[O:19].Cl, predict the reaction product. The product is: [Br:6][C:7]1[N:8]=[CH:9][C:10](/[CH:16]=[CH:17]/[CH:18]=[O:19])=[CH:11][CH:12]=1. (3) The product is: [C:6]([C:7]1[CH:8]=[C:9]2[C:13](=[CH:14][CH:15]=1)[NH:12][N:11]=[CH:10]2)#[CH:5]. Given the reactants C[Si]([C:5]#[C:6][C:7]1[CH:8]=[C:9]2[C:13](=[CH:14][CH:15]=1)[NH:12][N:11]=[CH:10]2)(C)C.C(=O)([O-])[O-].[K+].[K+], predict the reaction product.